From a dataset of Full USPTO retrosynthesis dataset with 1.9M reactions from patents (1976-2016). Predict the reactants needed to synthesize the given product. The reactants are: [C:1]([C:3]1[CH:10]=[CH:9][C:6]([CH:7]=[O:8])=[CH:5][CH:4]=1)#[N:2].O.C1(C)C=CC(S(O)(=O)=O)=CC=1.[CH2:23](O)[CH2:24][OH:25].[H-].[Al+3].[Li+].[H-].[H-].[H-].C1COCC1.[OH-].[Na+].S([O-])([O-])(=O)=O.[Mg+2]. Given the product [O:8]1[CH2:23][CH2:24][O:25][CH:7]1[C:6]1[CH:9]=[CH:10][C:3]([CH2:1][NH2:2])=[CH:4][CH:5]=1, predict the reactants needed to synthesize it.